This data is from Full USPTO retrosynthesis dataset with 1.9M reactions from patents (1976-2016). The task is: Predict the reactants needed to synthesize the given product. (1) Given the product [CH2:10]([O:6][C:7]([C:8]1[CH:34]=[N:35][N:36]2[CH2:40][CH2:39][S:38][C:37]=12)=[O:2])[CH3:9], predict the reactants needed to synthesize it. The reactants are: P([O-])([O-])([O-])=[O:2].[O:6]1[CH2:10][CH2:9][CH2:8][CH2:7]1.C(#N)C.[N+](C1C=CC(COC(C2N3[C@H](SC=2)C(C(OC(=O)C)[C:34]2C=[C:37]4[S:38][CH2:39][CH2:40][N:36]4[N:35]=2)(Br)C3=O)=O)=CC=1)([O-])=O. (2) Given the product [O:25]=[C:23]1[C:22]2[C:17](=[CH:18][C:19]3[O:29][CH2:28][CH2:27][O:26][C:20]=3[CH:21]=2)[N:16]=[C:15]([N:13]2[CH:14]=[C:10]([C:8]([OH:9])=[O:7])[CH:11]=[N:12]2)[NH:24]1, predict the reactants needed to synthesize it. The reactants are: O.[OH-].[Li+].O.C([O:7][C:8]([C:10]1[CH:11]=[N:12][N:13]([C:15]2[NH:24][C:23](=[O:25])[C:22]3[C:17](=[CH:18][C:19]4[O:29][CH2:28][CH2:27][O:26][C:20]=4[CH:21]=3)[N:16]=2)[CH:14]=1)=[O:9])C. (3) Given the product [CH3:27][S:28]([O:1][CH2:2][CH2:3][C:4]1[CH:5]=[C:6]([C:14]([O:16][CH3:17])=[O:15])[C:7]2[C:12]([CH:13]=1)=[CH:11][CH:10]=[CH:9][CH:8]=2)(=[O:30])=[O:29], predict the reactants needed to synthesize it. The reactants are: [OH:1][CH2:2][CH2:3][C:4]1[CH:5]=[C:6]([C:14]([O:16][CH3:17])=[O:15])[C:7]2[C:12]([CH:13]=1)=[CH:11][CH:10]=[CH:9][CH:8]=2.CCN(C(C)C)C(C)C.[CH3:27][S:28](Cl)(=[O:30])=[O:29]. (4) The reactants are: F[C:2]1[CH:7]=[C:6]([F:8])[CH:5]=[CH:4][C:3]=1[C:9]1[CH:14]=[CH:13][CH:12]=[CH:11][C:10]=1[CH:15]([NH2:17])[CH3:16].FC1C=C(F)C=CC=1[C:26]1[CH:31]=[CH:30][CH:29]=[CH:28][C:27]=1[C:32](=[O:34])C.C([O-])(=[O:37])C.[NH4+].C([BH3-])#N.[Na+]. Given the product [F:8][C:6]1[CH:7]=[CH:2][C:3]2[C:9]3[C:10]([CH:15]([CH3:16])[N:17]([C:32]([C:27]4[CH:28]=[C:29]([OH:37])[CH:30]=[CH:31][CH:26]=4)=[O:34])[C:4]=2[CH:5]=1)=[CH:11][CH:12]=[CH:13][CH:14]=3, predict the reactants needed to synthesize it. (5) Given the product [NH2:7][C:8]1[C:9]2[C:16]([I:17])=[CH:15][N:14]([CH:18]3[CH2:19][C:20](=[O:22])[CH2:21]3)[C:10]=2[N:11]=[CH:12][N:13]=1, predict the reactants needed to synthesize it. The reactants are: I([O-])(=O)(=O)=O.[Na+].[NH2:7][C:8]1[C:9]2[C:16]([I:17])=[CH:15][N:14]([CH:18]3[CH2:21][C:20](CO)([OH:22])[CH2:19]3)[C:10]=2[N:11]=[CH:12][N:13]=1.